From a dataset of Full USPTO retrosynthesis dataset with 1.9M reactions from patents (1976-2016). Predict the reactants needed to synthesize the given product. (1) Given the product [CH3:1][O:2][CH2:3][CH2:4][CH2:5][N:6]1[C:14]2[C:9](=[CH:10][CH:11]=[C:12](/[CH:15]=[C:16](\[CH:22]([CH3:23])[CH3:24])/[CH2:17][OH:18])[CH:13]=2)[C:8]([CH3:25])=[N:7]1.[NH3:6], predict the reactants needed to synthesize it. The reactants are: [CH3:1][O:2][CH2:3][CH2:4][CH2:5][N:6]1[C:14]2[C:9](=[CH:10][CH:11]=[C:12](/[CH:15]=[C:16](\[CH:22]([CH3:24])[CH3:23])/[C:17](OCC)=[O:18])[CH:13]=2)[C:8]([CH3:25])=[N:7]1.[H-].C([Al+]CC(C)C)C(C)C.Cl. (2) Given the product [F:1][CH2:2][CH2:3][CH2:4][O:5][C:11]1[CH:10]=[C:37]2[C:8]([CH2:9][CH2:38][C:36]2=[O:35])=[CH:7][CH:6]=1, predict the reactants needed to synthesize it. The reactants are: [F:1][CH2:2][CH2:3][CH2:4][OH:5].[C:6]1(P([C:6]2[CH:11]=[CH:10][CH:9]=[CH:8][CH:7]=2)[C:6]2[CH:11]=[CH:10][CH:9]=[CH:8][CH:7]=2)[CH:11]=[CH:10][CH:9]=[CH:8][CH:7]=1.N(C([O:35][CH:36]([CH3:38])[CH3:37])=O)=NC([O:35][CH:36]([CH3:38])[CH3:37])=O. (3) The reactants are: [Cl-].[CH2:2]([N+:6]1[CH:10]=[CH:9][N:8]([CH3:11])[CH:7]=1)[CH2:3][CH2:4][CH3:5].[S:12]([O:20][CH2:21][CH2:22][CH2:23][CH2:24][CH2:25][CH2:26][CH2:27][CH3:28])([O:15][Si](C)(C)C)(=[O:14])=[O:13]. Given the product [CH2:21]([O:20][S:12]([O-:15])(=[O:14])=[O:13])[CH2:22][CH2:23][CH2:24][CH2:25][CH2:26][CH2:27][CH3:28].[CH2:2]([N+:6]1[CH:10]=[CH:9][N:8]([CH3:11])[CH:7]=1)[CH2:3][CH2:4][CH3:5], predict the reactants needed to synthesize it. (4) The reactants are: [Cl:1][C:2]1[CH:3]=[C:4]([C:8]2[C:9]3[N:20]([CH2:21][C@H:22]4[CH2:27][CH2:26][C@H:25]([CH3:28])[CH2:24][CH2:23]4)[CH:19]=[CH:18][C:10]=3[N:11]=[C:12]([C:14](OC)=[O:15])[N:13]=2)[CH:5]=[N:6][CH:7]=1.[NH2:29][NH2:30]. Given the product [Cl:1][C:2]1[CH:3]=[C:4]([C:8]2[C:9]3[N:20]([CH2:21][C@H:22]4[CH2:27][CH2:26][C@H:25]([CH3:28])[CH2:24][CH2:23]4)[CH:19]=[CH:18][C:10]=3[N:11]=[C:12]([C:14]([NH:29][NH2:30])=[O:15])[N:13]=2)[CH:5]=[N:6][CH:7]=1, predict the reactants needed to synthesize it. (5) The reactants are: [Si:1]([O:8][CH2:9][C:10]1[N:11]([CH3:26])[C:12]2[C:17]([CH:18]=1)=[CH:16][C:15]1[CH:19]([OH:25])[CH2:20][CH:21]([CH3:24])[CH:22]=[CH:23][C:14]=1[CH:13]=2)([C:4]([CH3:7])([CH3:6])[CH3:5])([CH3:3])[CH3:2]. Given the product [Si:1]([O:8][CH2:9][C:10]1[N:11]([CH3:26])[C:12]2[C:17]([CH:18]=1)=[CH:16][C:15]1[CH:19]([OH:25])[CH2:20][CH:21]([CH3:24])[CH2:22][CH2:23][C:14]=1[CH:13]=2)([C:4]([CH3:6])([CH3:7])[CH3:5])([CH3:3])[CH3:2], predict the reactants needed to synthesize it. (6) Given the product [Cl:1][C:2]1[CH:3]=[C:4]2[C:10]([C:11]3[N:16]=[C:15]([NH:17][C@@H:18]4[CH2:22][CH2:21][N:20]([C:23]([C:25]5([CH3:29])[CH2:28][O:27][CH2:26]5)=[O:24])[CH2:19]4)[C:14]([F:30])=[CH:13][N:12]=3)=[CH:9][NH:8][C:5]2=[N:6][CH:7]=1, predict the reactants needed to synthesize it. The reactants are: [Cl:1][C:2]1[CH:3]=[C:4]2[C:10]([C:11]3[N:16]=[C:15]([NH:17][C@H:18]4[CH2:22][CH2:21][N:20]([C:23]([C:25]5([CH3:29])[CH2:28][O:27][CH2:26]5)=[O:24])[CH2:19]4)[C:14]([F:30])=[CH:13][N:12]=3)=[CH:9][NH:8][C:5]2=[N:6][CH:7]=1.Cl.ClC1C=C2C(C3N=C(N[C@@H]4CCNC4)C(F)=CN=3)=CN(S(C3C=CC(C)=CC=3)(=O)=O)C2=NC=1.CC1(C(O)=O)COC1. (7) Given the product [OH-:17].[CH:2]1([CH2:8][N+:9]2([CH2:15][CH3:16])[CH2:14][CH2:13][CH2:12][CH2:11][CH2:10]2)[CH2:7][CH2:6][CH2:5][CH2:4][CH2:3]1, predict the reactants needed to synthesize it. The reactants are: [I-].[CH:2]1([CH2:8][N+:9]2([CH2:15][CH3:16])[CH2:14][CH2:13][CH2:12][CH2:11][CH2:10]2)[CH2:7][CH2:6][CH2:5][CH2:4][CH2:3]1.[OH2:17].[OH-]. (8) Given the product [ClH:1].[CH:9]12[NH:16][CH:13]([CH2:14][CH2:15]1)[CH2:12][N:11]([C:17]([O:19][C:20]([CH3:23])([CH3:22])[CH3:21])=[O:18])[CH2:10]2, predict the reactants needed to synthesize it. The reactants are: [ClH:1].C([C:9]12[NH:16][CH:13]([CH2:14][CH2:15]1)[CH2:12][N:11]([C:17]([O:19][C:20]([CH3:23])([CH3:22])[CH3:21])=[O:18])[CH2:10]2)C1C=CC=CC=1.[H][H]. (9) Given the product [CH:1]1([C:7]2[CH:8]=[CH:9][C:10]([C@H:13]([OH:15])[CH3:14])=[CH:11][CH:12]=2)[CH2:2][CH2:3][CH2:4][CH2:5][CH2:6]1, predict the reactants needed to synthesize it. The reactants are: [CH:1]1([C:7]2[CH:12]=[CH:11][C:10]([C:13](=[O:15])[CH3:14])=[CH:9][CH:8]=2)[CH2:6][CH2:5][CH2:4][CH2:3][CH2:2]1.[BH4-].[Na+].CC(C)=O. (10) Given the product [CH2:17]([O:6][C:5](=[O:7])[C:4]1[CH:3]=[C:2]([F:1])[CH:10]=[C:9]([F:11])[CH:8]=1)[CH3:18], predict the reactants needed to synthesize it. The reactants are: [F:1][C:2]1[CH:3]=[C:4]([CH:8]=[C:9]([F:11])[CH:10]=1)[C:5]([OH:7])=[O:6].S(=O)(=O)(O)O.[CH2:17](O)[CH3:18].